Dataset: TCR-epitope binding with 47,182 pairs between 192 epitopes and 23,139 TCRs. Task: Binary Classification. Given a T-cell receptor sequence (or CDR3 region) and an epitope sequence, predict whether binding occurs between them. (1) The epitope is LVLSVNPYV. The TCR CDR3 sequence is CASSLGVLGQPQHF. Result: 0 (the TCR does not bind to the epitope). (2) The epitope is QIKVRVKMV. The TCR CDR3 sequence is CSVDRHSYNEQFF. Result: 1 (the TCR binds to the epitope). (3) The epitope is LEPLVDLPI. The TCR CDR3 sequence is CASSILGNSPLHF. Result: 0 (the TCR does not bind to the epitope). (4) The epitope is KLGGALQAK. The TCR CDR3 sequence is CASSDRGSETQYF. Result: 1 (the TCR binds to the epitope). (5) The TCR CDR3 sequence is CASSLVVGAGTEAFF. Result: 0 (the TCR does not bind to the epitope). The epitope is LLMPILTLT.